From a dataset of Forward reaction prediction with 1.9M reactions from USPTO patents (1976-2016). Predict the product of the given reaction. (1) Given the reactants [Cl:1][C:2]1[N:3]=[C:4]([NH:13][C:14]2[CH:19]=[CH:18][C:17]([S:20][CH3:21])=[CH:16][CH:15]=2)[C:5]([C:10]([NH2:12])=[O:11])=[N:6][C:7]=1[CH2:8][CH3:9].C(O)(=O)C.OO.[OH-:28].[Na+].[OH2:30], predict the reaction product. The product is: [Cl:1][C:2]1[N:3]=[C:4]([NH:13][C:14]2[CH:19]=[CH:18][C:17]([S:20]([CH3:21])(=[O:30])=[O:28])=[CH:16][CH:15]=2)[C:5]([C:10]([NH2:12])=[O:11])=[N:6][C:7]=1[CH2:8][CH3:9]. (2) The product is: [CH:1]1([C:4]2[C:5]([O:13][CH2:14][C:15]([F:18])([F:17])[F:16])=[N:6][CH:7]=[C:8]([CH:12]=2)[C:9]([NH:27][N:23]2[CH2:24][CH2:25][CH2:26][C@H:22]2[CH2:21][O:20][CH3:19])=[O:11])[CH2:2][CH2:3]1. Given the reactants [CH:1]1([C:4]2[C:5]([O:13][CH2:14][C:15]([F:18])([F:17])[F:16])=[N:6][CH:7]=[C:8]([CH:12]=2)[C:9]([OH:11])=O)[CH2:3][CH2:2]1.[CH3:19][O:20][CH2:21][C@@H:22]1[CH2:26][CH2:25][CH2:24][N:23]1[NH2:27], predict the reaction product. (3) Given the reactants Cl.[NH2:2][CH2:3][C@@H:4]([CH:6]1[CH2:14][C:13]2[C:8](=[CH:9][CH:10]=[C:11]([Br:15])[CH:12]=2)[NH:7]1)[OH:5].Cl[CH:17](Cl)[CH:18]=[N:19][NH:20]S(C1C=CC(C)=CC=1)(=O)=O.CCN(CC)CC, predict the reaction product. The product is: [Br:15][C:11]1[CH:12]=[C:13]2[C:8](=[CH:9][CH:10]=1)[NH:7][CH:6]([C@@H:4]([OH:5])[CH2:3][N:2]1[CH:17]=[CH:18][N:19]=[N:20]1)[CH2:14]2.